This data is from Catalyst prediction with 721,799 reactions and 888 catalyst types from USPTO. The task is: Predict which catalyst facilitates the given reaction. (1) Reactant: [CH2:1]([C:3]1[C:8]([C:9]#[C:10][Si](C)(C)C)=[CH:7][N:6]=[C:5]([NH2:15])[CH:4]=1)[CH3:2].C([O-])([O-])=O.[K+].[K+]. Product: [CH2:1]([C:3]1[C:8]([C:9]#[CH:10])=[CH:7][N:6]=[C:5]([NH2:15])[CH:4]=1)[CH3:2]. The catalyst class is: 5. (2) Reactant: [OH:1][CH2:2][CH2:3][CH2:4][NH:5][C:6](=[O:12])[O:7][C:8]([CH3:11])([CH3:10])[CH3:9].CC(OI1(OC(C)=O)(OC(C)=O)OC(=O)C2C=CC=CC1=2)=O. Product: [O:1]=[CH:2][CH2:3][CH2:4][NH:5][C:6](=[O:12])[O:7][C:8]([CH3:10])([CH3:9])[CH3:11]. The catalyst class is: 4.